Dataset: Catalyst prediction with 721,799 reactions and 888 catalyst types from USPTO. Task: Predict which catalyst facilitates the given reaction. (1) Reactant: [F:1][C:2]1[CH:3]=[C:4]2[C:8](=[CH:9][CH:10]=1)[N:7]([CH2:11][C:12]1[C:21]3[C:16](=[CH:17][CH:18]=[CH:19][CH:20]=3)[CH:15]=[CH:14][CH:13]=1)[C:6]1[C:22](=[O:27])[O:23][C:24](=[O:26])[CH2:25][C:5]2=1.[NH:28]1[CH2:31][CH2:30][CH2:29]1. Product: [N:28]1([C:24](=[O:26])[CH2:25][C:5]2[C:4]3[C:8](=[CH:9][CH:10]=[C:2]([F:1])[CH:3]=3)[N:7]([CH2:11][C:12]3[C:21]4[C:16](=[CH:17][CH:18]=[CH:19][CH:20]=4)[CH:15]=[CH:14][CH:13]=3)[C:6]=2[C:22]([OH:23])=[O:27])[CH2:31][CH2:30][CH2:29]1. The catalyst class is: 2. (2) Reactant: [N:1]1[CH:6]=[CH:5][CH:4]=[C:3]([NH2:7])[C:2]=1[NH2:8].O[CH2:10][CH:11]([CH2:13]O)O.[N+](C1C=C(S([O-])(=O)=O)C=CC=1)([O-])=O.[Na+].S(=O)(=O)(O)O.[OH-].[Na+]. Product: [N:7]1[C:3]2[C:4](=[CH:5][CH:6]=[N:1][C:2]=2[NH2:8])[CH:13]=[CH:11][CH:10]=1. The catalyst class is: 6. (3) Reactant: [F:1][C:2]1[CH:7]=[C:6]([N+:8]([O-])=O)[CH:5]=[C:4]([F:11])[C:3]=1[N:12]1[CH2:17][CH2:16][CH:15]([C:18]2[CH:23]=[CH:22][CH:21]=[CH:20][CH:19]=2)[CH2:14][CH2:13]1.[Cl-].[NH4+].CCO.C1COCC1. Product: [F:1][C:2]1[CH:7]=[C:6]([CH:5]=[C:4]([F:11])[C:3]=1[N:12]1[CH2:13][CH2:14][CH:15]([C:18]2[CH:23]=[CH:22][CH:21]=[CH:20][CH:19]=2)[CH2:16][CH2:17]1)[NH2:8]. The catalyst class is: 150. (4) Reactant: [CH:1]([N:4]1[CH2:9][CH2:8][CH:7]([NH:10][C:11]([C:13]2[N:17]([CH2:18][C:19](=[O:28])[NH:20][C:21]3[CH:26]=[CH:25][C:24]([Cl:27])=[CH:23][N:22]=3)[C:16]3[CH:29]=[CH:30][CH:31]=[C:32]([CH2:33][OH:34])[C:15]=3[N:14]=2)=[O:12])[CH2:6][CH2:5]1)([CH3:3])[CH3:2].Br[CH2:36][CH2:37][O:38][CH3:39]. Product: [CH:1]([N:4]1[CH2:9][CH2:8][CH:7]([NH:10][C:11]([C:13]2[N:17]([CH2:18][C:19](=[O:28])[NH:20][C:21]3[CH:26]=[CH:25][C:24]([Cl:27])=[CH:23][N:22]=3)[C:16]3[CH:29]=[CH:30][CH:31]=[C:32]([CH2:33][O:34][CH2:36][CH2:37][O:38][CH3:39])[C:15]=3[N:14]=2)=[O:12])[CH2:6][CH2:5]1)([CH3:3])[CH3:2]. The catalyst class is: 3. (5) Reactant: [Cl:1][C:2]1[CH:3]=[C:4]([CH:10]=[CH:11][C:12]=1[OH:13])[C:5]([O:7][CH2:8][CH3:9])=[O:6].C1C=CC(N[S:21]([C:24]([F:27])([F:26])[F:25])(=[O:23])=[O:22])=CC=1. Product: [Cl:1][C:2]1[CH:3]=[C:4]([CH:10]=[CH:11][C:12]=1[O:13][S:21]([C:24]([F:27])([F:26])[F:25])(=[O:23])=[O:22])[C:5]([O:7][CH2:8][CH3:9])=[O:6]. The catalyst class is: 64. (6) Reactant: [S:1]1[CH:5]=[CH:4][N:3]=[C:2]1[CH2:6][C:7]#[N:8].[CH3:9][N:10]([CH:12](OC)OC)[CH3:11]. Product: [CH3:9][N:10]([CH3:11])/[CH:12]=[C:6](/[C:2]1[S:1][CH:5]=[CH:4][N:3]=1)\[C:7]#[N:8]. The catalyst class is: 11. (7) Product: [C:35]([OH:43])(=[O:42])[C@H:36]([CH2:38][C:39]([OH:41])=[O:40])[OH:37].[CH2:30]([N:3]([CH2:1][CH3:2])[CH2:4][CH2:5][NH:6][C:7]([C:9]1[C:17]2[CH2:16][CH2:15][CH2:14]/[C:13](=[C:18]3/[C:19](=[O:28])[NH:20][C:21]4[C:26]/3=[CH:25][C:24]([F:27])=[CH:23][CH:22]=4)/[C:12]=2[NH:11][C:10]=1[CH3:29])=[O:8])[CH3:31]. Reactant: [CH2:1]([N:3]([CH2:30][CH3:31])[CH2:4][CH2:5][NH:6][C:7]([C:9]1[C:17]2[CH2:16][CH2:15][CH2:14]/[C:13](=[C:18]3/[C:19](=[O:28])[NH:20][C:21]4[C:26]/3=[CH:25][C:24]([F:27])=[CH:23][CH:22]=4)/[C:12]=2[NH:11][C:10]=1[CH3:29])=[O:8])[CH3:2].C(#N)C.[C:35]([OH:43])(=[O:42])[C@H:36]([CH2:38][C:39]([OH:41])=[O:40])[OH:37]. The catalyst class is: 4.